This data is from Full USPTO retrosynthesis dataset with 1.9M reactions from patents (1976-2016). The task is: Predict the reactants needed to synthesize the given product. (1) Given the product [NH2:1][C:2]1[C:7]([C:8]#[N:9])=[C:6]([C:10]2[CH:15]=[CH:14][C:13]([O:16][CH2:17][C@H:18]3[CH2:22][O:21][C:20]([CH3:23])([CH3:24])[O:19]3)=[CH:12][CH:11]=2)[C:5]([C:25]#[N:26])=[C:4]([S:27][CH2:29][C:30]2[N:31]=[C:32]([C:35]3[CH:40]=[CH:39][C:38]([Cl:41])=[CH:37][CH:36]=3)[O:33][CH:34]=2)[N:3]=1, predict the reactants needed to synthesize it. The reactants are: [NH2:1][C:2]1[C:7]([C:8]#[N:9])=[C:6]([C:10]2[CH:15]=[CH:14][C:13]([O:16][CH2:17][C@H:18]3[CH2:22][O:21][C:20]([CH3:24])([CH3:23])[O:19]3)=[CH:12][CH:11]=2)[C:5]([C:25]#[N:26])=[C:4]([SH:27])[N:3]=1.Cl[CH2:29][C:30]1[N:31]=[C:32]([C:35]2[CH:40]=[CH:39][C:38]([Cl:41])=[CH:37][CH:36]=2)[O:33][CH:34]=1.C(=O)([O-])O.[Na+]. (2) Given the product [CH3:1][CH:2]1[NH:7][CH2:6][C:5]2[N:8]=[N:9][N:10]([C:11]3[CH:16]=[N:15][CH:14]=[CH:13][N:12]=3)[C:4]=2[CH2:3]1, predict the reactants needed to synthesize it. The reactants are: [CH3:1][C:2]1[N:7]=[CH:6][C:5]2[N:8]=[N:9][N:10]([C:11]3[CH:16]=[N:15][CH:14]=[CH:13][N:12]=3)[C:4]=2[CH:3]=1.C(O)=O.C(N(CC)CC)C.[OH-].[Na+]. (3) Given the product [ClH:29].[NH2:26][C:24]1[C:25]2[C:16]([O:15][CH2:14][C@H:9]3[CH2:10][CH2:11][CH2:12][CH2:13][NH2+:8]3)=[CH:17][CH:18]=[CH:19][C:20]=2[NH:21][S:22](=[O:27])(=[O:28])[N:23]=1, predict the reactants needed to synthesize it. The reactants are: C(OC([N:8]1[CH2:13][CH2:12][CH2:11][CH2:10][C@@H:9]1[CH2:14][O:15][C:16]1[C:25]2[C:24]([NH2:26])=[N:23][S:22](=[O:28])(=[O:27])[NH:21][C:20]=2[CH:19]=[CH:18][CH:17]=1)=O)(C)(C)C.[ClH:29].